Task: Predict the product of the given reaction.. Dataset: Forward reaction prediction with 1.9M reactions from USPTO patents (1976-2016) (1) Given the reactants C[Si](C)(C)CCOC[N:7]1[CH:11]=[CH:10][N:9]=[C:8]1[NH:12][C:13]([C:15]1[C:16]2[N:17]=[CH:18][CH:19]=[N:20][C:21]=2[C:22]([C:25]2[C:30]([Cl:31])=[C:29]([O:32][CH3:33])[CH:28]=[C:27]([O:34][CH3:35])[C:26]=2[Cl:36])=[CH:23][CH:24]=1)=[O:14].Cl.C([O-])([O-])=O.[Na+].[Na+], predict the reaction product. The product is: [NH:9]1[CH:10]=[CH:11][N:7]=[C:8]1[NH:12][C:13]([C:15]1[C:16]2[N:17]=[CH:18][CH:19]=[N:20][C:21]=2[C:22]([C:25]2[C:26]([Cl:36])=[C:27]([O:34][CH3:35])[CH:28]=[C:29]([O:32][CH3:33])[C:30]=2[Cl:31])=[CH:23][CH:24]=1)=[O:14]. (2) Given the reactants [H-].[H-].[H-].[H-].[Li+].[Al+3].[Cl:7][C:8]1[C:12]([CH2:13][O:14][C:15]2[CH:20]=[CH:19][C:18]([CH2:21][CH2:22][C:23](OCC)=[O:24])=[C:17]([F:28])[C:16]=2[F:29])=[C:11]([C:30]2[CH:35]=[CH:34][C:33]([O:36][CH3:37])=[CH:32][CH:31]=2)[S:10][N:9]=1, predict the reaction product. The product is: [Cl:7][C:8]1[C:12]([CH2:13][O:14][C:15]2[CH:20]=[CH:19][C:18]([CH2:21][CH2:22][CH2:23][OH:24])=[C:17]([F:28])[C:16]=2[F:29])=[C:11]([C:30]2[CH:31]=[CH:32][C:33]([O:36][CH3:37])=[CH:34][CH:35]=2)[S:10][N:9]=1. (3) The product is: [CH3:24][O:25][C:26](=[O:33])[CH2:27][CH2:28][CH2:29][CH2:30][CH2:31][O:1][C:2]1[CH:3]=[CH:4][C:5]2[N:9]=[C:8]([C:10]3[CH:11]=[N:12][CH:13]=[CH:14][CH:15]=3)[N:7]([C:16]3[CH:21]=[CH:20][C:19]([F:22])=[CH:18][CH:17]=3)[C:6]=2[CH:23]=1. Given the reactants [OH:1][C:2]1[CH:3]=[CH:4][C:5]2[N:9]=[C:8]([C:10]3[CH:11]=[N:12][CH:13]=[CH:14][CH:15]=3)[N:7]([C:16]3[CH:21]=[CH:20][C:19]([F:22])=[CH:18][CH:17]=3)[C:6]=2[CH:23]=1.[CH3:24][O:25][C:26](=[O:33])[CH2:27][CH2:28][CH2:29][CH2:30][CH2:31]Br, predict the reaction product. (4) Given the reactants [C:1]([C:3]1[CH:4]=[CH:5][C:6]2[N:10]=[C:9]([CH3:11])[N:8]([C:12]3[N:17]=[CH:16][N:15]=[C:14]([NH2:18])[N:13]=3)[C:7]=2[CH:19]=1)#[CH:2].[Li+].CC([N-]C(C)C)C.[N:28]1[CH:33]=[CH:32][N:31]=[CH:30][C:29]=1[C:34](=[O:36])[CH3:35], predict the reaction product. The product is: [NH2:18][C:14]1[N:15]=[CH:16][N:17]=[C:12]([N:8]2[C:7]3[CH:19]=[C:3]([C:1]#[C:2][C:34]([C:29]4[CH:30]=[N:31][CH:32]=[CH:33][N:28]=4)([OH:36])[CH3:35])[CH:4]=[CH:5][C:6]=3[N:10]=[C:9]2[CH3:11])[N:13]=1. (5) Given the reactants [CH2:1]([O:3][C:4]([CH:6]1[CH2:11][CH2:10][CH2:9][CH:8]([NH:12][C:13]([O:15]C)=O)[CH2:7]1)=[O:5])[CH3:2].I[Si](C)(C)C.[F:22][C:23]1[CH:24]=[N:25][CH:26]=[CH:27][C:28]=1[C:29]1[C:33](C(O)=O)=[C:32]([CH3:37])[O:31][N:30]=1.Cl.CN(C)CCCN=C=NCC.ON1C2N=CC=CC=2N=N1.C(N(CC)C(C)C)(C)C, predict the reaction product. The product is: [CH2:1]([O:3][C:4]([CH:6]1[CH2:11][CH2:10][CH2:9][CH:8]([NH:12][C:13]([C:33]2[C:29]([C:28]3[CH:27]=[CH:26][N:25]=[CH:24][C:23]=3[F:22])=[N:30][O:31][C:32]=2[CH3:37])=[O:15])[CH2:7]1)=[O:5])[CH3:2]. (6) Given the reactants [CH2:1]([O:4][CH2:5][C:6]1[C:10]2[N:11]([CH3:27])[CH:12]=[C:13]([C:16]([NH:18][CH2:19][C:20]3[CH:25]=[CH:24][C:23]([Cl:26])=[CH:22][CH:21]=3)=[O:17])[C:14](=[O:15])[C:9]=2[S:8][CH:7]=1)[CH:2]=[CH2:3].[Li+].CC([N-]C(C)C)C.C(NC(C)C)(C)C.Cl.C1C[O:47][CH2:46]C1, predict the reaction product. The product is: [CH2:1]([O:4][CH2:5][C:6]1[C:10]2[N:11]([CH3:27])[CH:12]=[C:13]([C:16]([NH:18][CH2:19][C:20]3[CH:25]=[CH:24][C:23]([Cl:26])=[CH:22][CH:21]=3)=[O:17])[C:14](=[O:15])[C:9]=2[S:8][C:7]=1[CH:46]=[O:47])[CH:2]=[CH2:3]. (7) The product is: [F:31][C:32]1[CH:33]=[C:34]([C@H:40]([C:42]2[CH:46]=[CH:45][N:44]([CH3:47])[N:43]=2)[NH:41][C:3]([C:2]2[CH:5]=[C:22]3[C:16](=[CH:17][CH:18]=2)[CH:29]=[N:27][C:28]([NH:6][CH:7]2[CH2:11][CH2:10][O:9][CH2:8]2)=[CH:24]3)=[O:4])[CH:35]=[CH:36][C:37]=1[O:38][CH3:39]. Given the reactants N[C@@H:2]([CH3:5])[CH2:3][OH:4].[NH2:6][CH:7]1[CH2:11][CH2:10][O:9][CH2:8]1.Cl.FC1C=[C:16]([C@@H:22]([C:24]2C=N[N:27]([CH3:29])[CH:28]=2)N)[CH:17]=[CH:18]C=1OC.Cl.[F:31][C:32]1[CH:33]=[C:34]([C@@H:40]([C:42]2[CH:46]=[CH:45][N:44]([CH3:47])[N:43]=2)[NH2:41])[CH:35]=[CH:36][C:37]=1[O:38][CH3:39], predict the reaction product. (8) Given the reactants [CH3:1][O:2][C:3]1[N:8]=[CH:7][C:6]([N:9]2[C:13]([C:14]3[N:15]([CH3:19])[CH:16]=[CH:17][CH:18]=3)=[CH:12][C:11]([C:20]([OH:22])=O)=[N:10]2)=[CH:5][CH:4]=1.[C:23]([NH2:27])([CH3:26])([CH3:25])[CH3:24], predict the reaction product. The product is: [C:23]([NH:27][C:20]([C:11]1[CH:12]=[C:13]([C:14]2[N:15]([CH3:19])[CH:16]=[CH:17][CH:18]=2)[N:9]([C:6]2[CH:7]=[N:8][C:3]([O:2][CH3:1])=[CH:4][CH:5]=2)[N:10]=1)=[O:22])([CH3:26])([CH3:25])[CH3:24]. (9) Given the reactants Br[C:2]1[C:10]2[N:9]=[C:8]([O:11][C:12]3[C:17]([CH3:18])=[CH:16][C:15]([Cl:19])=[CH:14][C:13]=3[Cl:20])[N:7]([CH3:21])[C:6]=2[C:5]([CH:22]([CH2:25][CH3:26])[CH2:23][CH3:24])=[CH:4][CH:3]=1.[CH2:27]([Sn](CC)(CC)CC)[CH3:28], predict the reaction product. The product is: [Cl:20][C:13]1[CH:14]=[C:15]([Cl:19])[CH:16]=[C:17]([CH3:18])[C:12]=1[O:11][C:8]1[N:7]([CH3:21])[C:6]2[C:5]([CH:22]([CH2:25][CH3:26])[CH2:23][CH3:24])=[CH:4][CH:3]=[C:2]([CH2:27][CH3:28])[C:10]=2[N:9]=1.